Task: Regression/Classification. Given a drug SMILES string, predict its absorption, distribution, metabolism, or excretion properties. Task type varies by dataset: regression for continuous measurements (e.g., permeability, clearance, half-life) or binary classification for categorical outcomes (e.g., BBB penetration, CYP inhibition). Dataset: cyp2c9_veith.. Dataset: CYP2C9 inhibition data for predicting drug metabolism from PubChem BioAssay (1) The compound is CC(C)CN1CCCC2(CCN(C(=O)c3cccn3C)CC2)C1. The result is 0 (non-inhibitor). (2) The compound is Cn1cccc1C(=O)N1CCC2(CC1)CN(Cc1cc(C(F)(F)F)cc(C(F)(F)F)c1)C2. The result is 1 (inhibitor). (3) The molecule is Fc1ccc(Nc2nc(-c3ccoc3)nc3ccccc23)cc1. The result is 0 (non-inhibitor).